Dataset: Retrosynthesis with 50K atom-mapped reactions and 10 reaction types from USPTO. Task: Predict the reactants needed to synthesize the given product. (1) Given the product COC(=O)c1cc(-c2cnc(OC)nc2OC)n(C(C)C)c1C(Nc1cc(Cl)c(=O)n(C)c1)c1ccc(C#N)c(F)c1, predict the reactants needed to synthesize it. The reactants are: COC(=O)c1cc(-c2cnc(OC)nc2OC)n(C(C)C)c1C(O)c1ccc(C#N)c(F)c1.Cn1cc(N)cc(Cl)c1=O. (2) Given the product C[C@@H](O[Si](C)(C)C(C)(C)C)[C@H](CO[Si](C)(C)C(C)(C)C)Cn1cnc2c(NC(=O)c3ccccc3)ncnc21, predict the reactants needed to synthesize it. The reactants are: C[C@@H](O[Si](C)(C)C(C)(C)C)[C@H](CO[Si](C)(C)C(C)(C)C)Cn1cnc2c(N)ncnc21.O=C(Cl)c1ccccc1. (3) The reactants are: CCOC(=O)Nc1nc2ccc(OC)cc2nc1OC.Fc1ccc(N2CCNCC2)cc1. Given the product COc1ccc2nc(NC(=O)N3CCN(c4ccc(F)cc4)CC3)c(OC)nc2c1, predict the reactants needed to synthesize it. (4) Given the product Cc1cccc2c(=O)[nH]c(-c3cnc(N4CCN(C)CC4)nc3)cc12, predict the reactants needed to synthesize it. The reactants are: CN1CCN(c2ncc(B3OC(C)(C)C(C)(C)O3)cn2)CC1.Cc1cccc2c(=O)[nH]c(Cl)cc12. (5) Given the product Cc1nc(-n2cnn(CCOCc3ccc(F)cc3)c2=O)sc1C(=O)NCc1cccnc1, predict the reactants needed to synthesize it. The reactants are: Cc1nc(-n2cnn(CCO)c2=O)sc1C(=O)NCc1cccnc1.Fc1ccc(CBr)cc1. (6) Given the product CC(=O)NCc1ccncc1Br, predict the reactants needed to synthesize it. The reactants are: CC(=O)Cl.NCc1ccncc1Br. (7) The reactants are: NC1CC1.O=[N+]([O-])c1cc(F)c(Cl)cc1F. Given the product O=[N+]([O-])c1cc(F)c(Cl)cc1NC1CC1, predict the reactants needed to synthesize it.